From a dataset of Peptide-MHC class I binding affinity with 185,985 pairs from IEDB/IMGT. Regression. Given a peptide amino acid sequence and an MHC pseudo amino acid sequence, predict their binding affinity value. This is MHC class I binding data. (1) The peptide sequence is TPGPGVRYPL. The MHC is HLA-A33:01 with pseudo-sequence HLA-A33:01. The binding affinity (normalized) is 0. (2) The peptide sequence is AEFKYIAAV. The MHC is HLA-B44:03 with pseudo-sequence HLA-B44:03. The binding affinity (normalized) is 0.662. (3) The peptide sequence is KLVGLGVNAV. The MHC is HLA-A02:01 with pseudo-sequence HLA-A02:01. The binding affinity (normalized) is 0.552. (4) The peptide sequence is TPSVKVCIV. The MHC is HLA-A02:11 with pseudo-sequence HLA-A02:11. The binding affinity (normalized) is 0.0847. (5) The peptide sequence is FPYEGGKVF. The MHC is HLA-A69:01 with pseudo-sequence HLA-A69:01. The binding affinity (normalized) is 0.286. (6) The binding affinity (normalized) is 0.0847. The peptide sequence is SRLKPSSFK. The MHC is HLA-B07:02 with pseudo-sequence HLA-B07:02. (7) The peptide sequence is IPLSEMVVKL. The MHC is HLA-B54:01 with pseudo-sequence HLA-B54:01. The binding affinity (normalized) is 0.0206. (8) The peptide sequence is GSEELRSLY. The MHC is HLA-A03:01 with pseudo-sequence HLA-A03:01. The binding affinity (normalized) is 0.